This data is from Full USPTO retrosynthesis dataset with 1.9M reactions from patents (1976-2016). The task is: Predict the reactants needed to synthesize the given product. Given the product [Cl:32][C:27]1[CH:26]=[C:25]([CH:12]2[C:11]3[C:16](=[CH:17][C:8]([C:5]4[N:6]=[N:7][CH:2]=[CH:3][CH:4]=4)=[CH:9][CH:10]=3)[CH2:15][NH:14][CH2:13]2)[CH:30]=[CH:29][C:28]=1[Cl:31], predict the reactants needed to synthesize it. The reactants are: Cl[C:2]1[N:7]=[N:6][C:5]([C:8]2[CH:17]=[C:16]3[C:11]([CH:12]([C:25]4[CH:30]=[CH:29][C:28]([Cl:31])=[C:27]([Cl:32])[CH:26]=4)[CH2:13][N:14](C(OC(C)(C)C)=O)[CH2:15]3)=[CH:10][CH:9]=2)=[CH:4][CH:3]=1.O.NN.